Predict the product of the given reaction. From a dataset of Forward reaction prediction with 1.9M reactions from USPTO patents (1976-2016). (1) Given the reactants [C:1]([C:3]1[C:8]([C:9]([C:17]2[CH:22]=[CH:21][CH:20]=[C:19]([O:23][CH2:24][CH:25]([CH3:27])[CH3:26])[CH:18]=2)=[N:10]S(C(C)(C)C)=O)=[CH:7][CH:6]=[CH:5][N:4]=1)#[N:2].Br[C:29]1[CH:34]=[CH:33][C:32]([O:35][CH:36]([F:38])[F:37])=[CH:31][CH:30]=1, predict the reaction product. The product is: [F:37][CH:36]([F:38])[O:35][C:32]1[CH:33]=[CH:34][C:29]([C:9]2([C:17]3[CH:22]=[CH:21][CH:20]=[C:19]([O:23][CH2:24][CH:25]([CH3:26])[CH3:27])[CH:18]=3)[C:8]3[C:3](=[N:4][CH:5]=[CH:6][CH:7]=3)[C:1]([NH2:2])=[N:10]2)=[CH:30][CH:31]=1. (2) The product is: [I-:18].[Li+:21].[S:20]([Li:22])[Li:21].[P:4]12([S:6][P:7]3([S:9][P:10]([S:13][P:14]([S:17]3)([S:16]1)=[S:15])(=[S:11])[S:12]2)=[S:8])=[S:5]. Given the reactants [S-2].[Li+].[Li+].[P:4]12([S:16][P:14]3([S:17][P:7]([S:9][P:10]([S:13]3)([S:12]1)=[S:11])(=[S:8])[S:6]2)=[S:15])=[S:5].[I-:18].[Li+].[S:20]([Li:22])[Li:21], predict the reaction product.